Regression. Given a peptide amino acid sequence and an MHC pseudo amino acid sequence, predict their binding affinity value. This is MHC class I binding data. From a dataset of Peptide-MHC class I binding affinity with 185,985 pairs from IEDB/IMGT. (1) The peptide sequence is MLEGETKLY. The MHC is HLA-A33:01 with pseudo-sequence HLA-A33:01. The binding affinity (normalized) is 0. (2) The peptide sequence is YARAGSSSH. The binding affinity (normalized) is 0.345. The MHC is HLA-B46:01 with pseudo-sequence HLA-B46:01. (3) The peptide sequence is AHSKAETEA. The MHC is HLA-A11:01 with pseudo-sequence HLA-A11:01. The binding affinity (normalized) is 0.0847. (4) The peptide sequence is WKYLNAVSL. The MHC is HLA-B27:05 with pseudo-sequence HLA-B27:05. The binding affinity (normalized) is 0.329. (5) The peptide sequence is ARLSSPIVL. The MHC is HLA-A80:01 with pseudo-sequence HLA-A80:01. The binding affinity (normalized) is 0.0847. (6) The peptide sequence is VFFNILGGWV. The MHC is HLA-A02:01 with pseudo-sequence HLA-A02:01. The binding affinity (normalized) is 0.128.